This data is from Forward reaction prediction with 1.9M reactions from USPTO patents (1976-2016). The task is: Predict the product of the given reaction. (1) Given the reactants [Br:1][CH2:2][C:3]([C:5]1[CH:10]=[CH:9][C:8]([N+:11]([O-:13])=[O:12])=[C:7]([O:14][CH3:15])[CH:6]=1)=[O:4].[C:16]([O:20][C:21]([NH:23][C:24]1[CH:29]=[CH:28][N:27]=[CH:26][CH:25]=1)=[O:22])([CH3:19])([CH3:18])[CH3:17], predict the reaction product. The product is: [Br-:1].[C:16]([O:20][C:21]([NH:23][C:24]1[CH:25]=[CH:26][N+:27]([CH2:2][C:3]([C:5]2[CH:10]=[CH:9][C:8]([N+:11]([O-:13])=[O:12])=[C:7]([O:14][CH3:15])[CH:6]=2)=[O:4])=[CH:28][CH:29]=1)=[O:22])([CH3:19])([CH3:17])[CH3:18]. (2) Given the reactants [Br:1][C:2]1[CH:9]=[CH:8][C:7]([OH:10])=[CH:6][C:3]=1[CH:4]=[O:5].CN(C=O)C.I[CH2:17][CH3:18], predict the reaction product. The product is: [Br:1][C:2]1[CH:9]=[CH:8][C:7]([O:10][CH2:17][CH3:18])=[CH:6][C:3]=1[CH:4]=[O:5]. (3) Given the reactants C[O:2][C:3]1[CH:8]=[C:7]([CH2:9][O:10][CH3:11])[C:6]([C:12]2[CH:17]=[CH:16][C:15]([O:18][CH3:19])=[CH:14][CH:13]=2)=[CH:5][N:4]=1.Br[CH2:21][C:22]1[CH:27]=[CH:26][C:25]([Cl:28])=[CH:24][C:23]=1[F:29], predict the reaction product. The product is: [Cl:28][C:25]1[CH:26]=[CH:27][C:22]([CH2:21][N:4]2[CH:5]=[C:6]([C:12]3[CH:17]=[CH:16][C:15]([O:18][CH3:19])=[CH:14][CH:13]=3)[C:7]([CH2:9][O:10][CH3:11])=[CH:8][C:3]2=[O:2])=[C:23]([F:29])[CH:24]=1. (4) Given the reactants C1C=CC2N([OH:10])N=NC=2C=1.C(Cl)CCl.[NH2:15][C:16]1[CH:23]=[CH:22][C:19]([CH2:20][OH:21])=[CH:18][CH:17]=1.[NH:24]([C:36]([O:38][CH2:39][CH:40]1[C:52]2[C:47](=[CH:48][CH:49]=[CH:50][CH:51]=2)[C:46]2[C:41]1=[CH:42][CH:43]=[CH:44][CH:45]=2)=[O:37])[C@H:25]([C:33]([OH:35])=[O:34])[CH2:26][CH2:27][CH2:28][NH:29][C:30]([NH2:32])=[O:31], predict the reaction product. The product is: [NH:24]([C:36]([O:38][CH2:39][CH:40]1[C:41]2[C:46](=[CH:45][CH:44]=[CH:43][CH:42]=2)[C:47]2[C:52]1=[CH:51][CH:50]=[CH:49][CH:48]=2)=[O:37])[C@H:25]([C:33]([OH:35])=[O:34])[CH2:26][CH2:27][CH2:28][NH:29][C:30]([NH2:32])=[O:31].[CH:18]1[C:19]([C:20]([OH:10])=[O:21])=[CH:22][CH:23]=[C:16]([NH2:15])[CH:17]=1. (5) Given the reactants [CH3:1][C:2]1[S:23][C:5]2=[N:6][C:7]([CH3:22])=[C:8]([CH2:17][C:18]([O:20]C)=[O:19])[C:9]([C:10]3[CH:15]=[CH:14][C:13]([CH3:16])=[CH:12][CH:11]=3)=[C:4]2[C:3]=1[CH3:24].[O-2].[Li+].[Li+].Cl, predict the reaction product. The product is: [CH3:1][C:2]1[S:23][C:5]2=[N:6][C:7]([CH3:22])=[C:8]([CH2:17][C:18]([OH:20])=[O:19])[C:9]([C:10]3[CH:11]=[CH:12][C:13]([CH3:16])=[CH:14][CH:15]=3)=[C:4]2[C:3]=1[CH3:24]. (6) Given the reactants Cl[C:2]1[CH:11]=[C:10]([O:12][CH3:13])[C:9]2[C:4](=[CH:5][CH:6]=[C:7]([CH3:14])[CH:8]=2)[N:3]=1.[NH2:15][C@H:16]1[C@H:20]([OH:21])[CH2:19][N:18]([C:22](=[O:35])[CH2:23][C:24]2[CH:29]=[CH:28][C:27]([O:30][C:31]([F:34])([F:33])[F:32])=[CH:26][CH:25]=2)[CH2:17]1.O1CCOCC1.CC(C)([O-])C.[Na+], predict the reaction product. The product is: [OH:21][C@H:20]1[C@H:16]([NH:15][C:2]2[CH:11]=[C:10]([O:12][CH3:13])[C:9]3[C:4](=[CH:5][CH:6]=[C:7]([CH3:14])[CH:8]=3)[N:3]=2)[CH2:17][N:18]([C:22](=[O:35])[CH2:23][C:24]2[CH:25]=[CH:26][C:27]([O:30][C:31]([F:32])([F:33])[F:34])=[CH:28][CH:29]=2)[CH2:19]1. (7) Given the reactants Cl[C:2]1[N:7]=[C:6]([C:8]2[CH:13]=[C:12]([CH3:14])[CH:11]=[C:10]([C:15]3[CH:20]=[CH:19][C:18]([C:21]([F:24])([F:23])[F:22])=[CH:17][CH:16]=3)[N:9]=2)[CH:5]=[CH:4][N:3]=1.[C:25]([NH:29][S:30]([C:33]1[CH:34]=[C:35](B(O)O)[CH:36]=[CH:37][CH:38]=1)(=[O:32])=[O:31])([CH3:28])([CH3:27])[CH3:26], predict the reaction product. The product is: [C:25]([NH:29][S:30]([C:33]1[CH:34]=[CH:35][CH:36]=[C:37]([C:2]2[N:7]=[C:6]([C:8]3[CH:13]=[C:12]([CH3:14])[CH:11]=[C:10]([C:15]4[CH:20]=[CH:19][C:18]([C:21]([F:24])([F:23])[F:22])=[CH:17][CH:16]=4)[N:9]=3)[CH:5]=[CH:4][N:3]=2)[CH:38]=1)(=[O:32])=[O:31])([CH3:28])([CH3:26])[CH3:27].